From a dataset of Forward reaction prediction with 1.9M reactions from USPTO patents (1976-2016). Predict the product of the given reaction. (1) Given the reactants [H-].[Al+3].[Li+].[H-].[H-].[H-].CCOCC.[O:12]1[CH2:17][CH2:16][CH2:15][CH:14]([CH2:18][C:19](O)=[O:20])[CH2:13]1.O, predict the reaction product. The product is: [O:12]1[CH2:17][CH2:16][CH2:15][CH:14]([CH2:18][CH2:19][OH:20])[CH2:13]1. (2) Given the reactants [F:1][C:2]1[CH:3]=[C:4]([CH:18]=[C:19]([F:21])[CH:20]=1)[CH2:5][NH:6][C:7]([C:9]1[N:10]=[C:11](I)[NH:12][C:13]=1[CH2:14][CH2:15][CH3:16])=[O:8], predict the reaction product. The product is: [F:1][C:2]1[CH:3]=[C:4]([CH:18]=[C:19]([F:21])[CH:20]=1)[CH2:5][NH:6][C:7]([C:9]1[N:10]=[C:11]([C:11]2[NH:12][C:13]([CH2:14][CH2:15][CH3:16])=[C:9]([C:7]([NH:6][CH2:5][C:4]3[CH:18]=[C:19]([F:21])[CH:20]=[C:2]([F:1])[CH:3]=3)=[O:8])[N:10]=2)[NH:12][C:13]=1[CH2:14][CH2:15][CH3:16])=[O:8].